Predict the reaction yield, written as a fraction of the theoretical maximum amount of product (1.0 means a 100% yield; for example, 0.34 means a 34% yield). From a dataset of Reaction yield outcomes from USPTO patents with 853,638 reactions. The reactants are [Cl:1][C:2]1[C:19]([F:20])=[CH:18][CH:17]=[C:16]([F:21])[C:3]=1[CH2:4][N:5]1[CH2:10][CH2:9][NH:8][C:7]2[N:11]=[CH:12][C:13](I)=[CH:14][C:6]1=2.[CH3:22][C:23]1[C:27](B(O)O)=[C:26]([CH3:31])[O:25][N:24]=1. No catalyst specified. The product is [Cl:1][C:2]1[C:19]([F:20])=[CH:18][CH:17]=[C:16]([F:21])[C:3]=1[CH2:4][N:5]1[CH2:10][CH2:9][NH:8][C:7]2[N:11]=[CH:12][C:13]([C:27]3[C:23]([CH3:22])=[N:24][O:25][C:26]=3[CH3:31])=[CH:14][C:6]1=2. The yield is 0.450.